Dataset: NCI-60 drug combinations with 297,098 pairs across 59 cell lines. Task: Regression. Given two drug SMILES strings and cell line genomic features, predict the synergy score measuring deviation from expected non-interaction effect. (1) Drug 1: CC1=C(C=C(C=C1)C(=O)NC2=CC(=CC(=C2)C(F)(F)F)N3C=C(N=C3)C)NC4=NC=CC(=N4)C5=CN=CC=C5. Drug 2: CC1CCCC2(C(O2)CC(NC(=O)CC(C(C(=O)C(C1O)C)(C)C)O)C(=CC3=CSC(=N3)C)C)C. Cell line: PC-3. Synergy scores: CSS=29.3, Synergy_ZIP=1.59, Synergy_Bliss=-0.350, Synergy_Loewe=-8.03, Synergy_HSA=2.07. (2) Drug 1: C1=C(C(=O)NC(=O)N1)F. Drug 2: CC1CCCC2(C(O2)CC(NC(=O)CC(C(C(=O)C(C1O)C)(C)C)O)C(=CC3=CSC(=N3)C)C)C. Cell line: NCIH23. Synergy scores: CSS=38.0, Synergy_ZIP=-3.88, Synergy_Bliss=-8.43, Synergy_Loewe=-8.86, Synergy_HSA=-8.87. (3) Drug 1: CC12CCC(CC1=CCC3C2CCC4(C3CC=C4C5=CN=CC=C5)C)O. Drug 2: CN(C(=O)NC(C=O)C(C(C(CO)O)O)O)N=O. Cell line: NCI-H226. Synergy scores: CSS=-0.493, Synergy_ZIP=-0.746, Synergy_Bliss=-3.35, Synergy_Loewe=-5.37, Synergy_HSA=-4.68. (4) Drug 1: CN1C(=O)N2C=NC(=C2N=N1)C(=O)N. Drug 2: CCN(CC)CCNC(=O)C1=C(NC(=C1C)C=C2C3=C(C=CC(=C3)F)NC2=O)C. Cell line: SF-539. Synergy scores: CSS=14.6, Synergy_ZIP=-1.29, Synergy_Bliss=-0.0859, Synergy_Loewe=1.10, Synergy_HSA=-0.152. (5) Drug 1: C1CC(=O)NC(=O)C1N2CC3=C(C2=O)C=CC=C3N. Drug 2: CC=C1C(=O)NC(C(=O)OC2CC(=O)NC(C(=O)NC(CSSCCC=C2)C(=O)N1)C(C)C)C(C)C. Cell line: SK-MEL-28. Synergy scores: CSS=45.2, Synergy_ZIP=-0.334, Synergy_Bliss=-0.877, Synergy_Loewe=-26.9, Synergy_HSA=0.0339. (6) Drug 1: C1C(C(OC1N2C=NC3=C(N=C(N=C32)Cl)N)CO)O. Drug 2: C#CCC(CC1=CN=C2C(=N1)C(=NC(=N2)N)N)C3=CC=C(C=C3)C(=O)NC(CCC(=O)O)C(=O)O. Cell line: MDA-MB-435. Synergy scores: CSS=34.7, Synergy_ZIP=-8.75, Synergy_Bliss=-12.1, Synergy_Loewe=-11.6, Synergy_HSA=-7.04.